Task: Predict the reaction yield, written as a fraction of the theoretical maximum amount of product (1.0 means a 100% yield; for example, 0.34 means a 34% yield).. Dataset: Reaction yield outcomes from USPTO patents with 853,638 reactions (1) The reactants are [O:1]1[C:5]2[CH:6]=[CH:7][C:8]([CH2:10][C:11]([NH:13][C:14]3[CH:22]=[C:21]([F:23])[CH:20]=[C:19]([F:24])[C:15]=3[C:16]([OH:18])=[O:17])=[O:12])=[CH:9][C:4]=2[O:3][CH2:2]1.Cl[CH2:26]Cl. No catalyst specified. The product is [CH3:26][O:17][C:16](=[O:18])[C:15]1[C:19]([F:24])=[CH:20][C:21]([F:23])=[CH:22][C:14]=1[NH:13][C:11](=[O:12])[CH2:10][C:8]1[CH:7]=[CH:6][C:5]2[O:1][CH2:2][O:3][C:4]=2[CH:9]=1. The yield is 0.980. (2) The reactants are O=[CH:2][CH2:3][CH2:4][CH2:5][CH2:6][CH2:7][NH:8][C:9](=[O:15])[O:10][C:11]([CH3:14])([CH3:13])[CH3:12].[NH:16]1[CH2:21][CH2:20][CH2:19][CH2:18][C@@H:17]1[C:22]([OH:24])=[O:23].C(O[BH-](OC(=O)C)OC(=O)C)(=O)C.[Na+].CO. The catalyst is ClCCCl. The product is [C:11]([O:10][C:9]([NH:8][CH2:7][CH2:6][CH2:5][CH2:4][CH2:3][CH2:2][N:16]1[CH2:21][CH2:20][CH2:19][CH2:18][C@@H:17]1[C:22]([OH:24])=[O:23])=[O:15])([CH3:14])([CH3:13])[CH3:12]. The yield is 0.520. (3) The reactants are Br[C:2]1[CH:9]=[C:8]([F:10])[CH:7]=[C:6]([N:11]2[CH:23]=[CH:22][N:14]3[C:15]4[CH2:16][CH2:17][CH2:18][CH2:19][C:20]=4[CH:21]=[C:13]3[C:12]2=[O:24])[C:3]=1[CH:4]=[O:5].[CH2:25]([C@H:27]1[CH2:32][N:31]([CH:33]2[CH2:36][O:35][CH2:34]2)[CH2:30][CH2:29][N:28]1[C:37]1[CH:38]=[CH:39][C:40]([NH:43][C:44]2[C:45](=[O:60])[N:46]([CH3:59])[CH:47]=[C:48](B3OC(C)(C)C(C)(C)O3)[CH:49]=2)=[N:41][CH:42]=1)[CH3:26].[O-]P([O-])([O-])=O.[K+].[K+].[K+].C([O-])(=O)C.[Na+]. The catalyst is C1C=CC(P(C2C=CC=CC=2)[C-]2C=CC=C2)=CC=1.C1C=CC(P(C2C=CC=CC=2)[C-]2C=CC=C2)=CC=1.Cl[Pd]Cl.[Fe+2].O.C(#N)C. The product is [CH2:25]([C@H:27]1[CH2:32][N:31]([CH:33]2[CH2:34][O:35][CH2:36]2)[CH2:30][CH2:29][N:28]1[C:37]1[CH:38]=[CH:39][C:40]([NH:43][C:44]2[C:45](=[O:60])[N:46]([CH3:59])[CH:47]=[C:48]([C:2]3[CH:9]=[C:8]([F:10])[CH:7]=[C:6]([N:11]4[CH:23]=[CH:22][N:14]5[C:15]6[CH2:16][CH2:17][CH2:18][CH2:19][C:20]=6[CH:21]=[C:13]5[C:12]4=[O:24])[C:3]=3[CH:4]=[O:5])[CH:49]=2)=[N:41][CH:42]=1)[CH3:26]. The yield is 0.430.